Dataset: Full USPTO retrosynthesis dataset with 1.9M reactions from patents (1976-2016). Task: Predict the reactants needed to synthesize the given product. (1) Given the product [NH:1]([C:21]([O:20][C:17]([CH3:19])([CH3:18])[CH3:16])=[O:22])[C@H:2]([C:13]([OH:15])=[O:14])[CH2:3][C:4]1[C:12]2[C:7](=[CH:8][CH:9]=[CH:10][CH:11]=2)[NH:6][CH:5]=1, predict the reactants needed to synthesize it. The reactants are: [NH2:1][C@H:2]([C:13]([OH:15])=[O:14])[CH2:3][C:4]1[C:12]2[C:7](=[CH:8][CH:9]=[CH:10][CH:11]=2)[NH:6][CH:5]=1.[CH3:16][C:17]([O:20][C:21](O[C:21]([O:20][C:17]([CH3:19])([CH3:18])[CH3:16])=[O:22])=[O:22])([CH3:19])[CH3:18].C1COCC1. (2) The reactants are: [C:1]([O:5][C:6]([NH:8][C:9]([CH3:13])([CH3:12])[CH2:10][OH:11])=[O:7])([CH3:4])([CH3:3])[CH3:2].C([O:16][C:17](=[O:21])[CH:18]=[N+]=[N-])C.C(=O)(O)[O-].[Na+]. Given the product [C:1]([O:5][C:6]([NH:8][C:9]([CH3:13])([CH3:12])[CH2:10][O:11][CH2:18][C:17]([OH:21])=[O:16])=[O:7])([CH3:4])([CH3:3])[CH3:2], predict the reactants needed to synthesize it. (3) Given the product [CH3:21][C:22]1[CH:35]=[C:34]2[C:25]([S:26][C:27]3[CH:28]=[C:29]([C:37]([O:38][CH2:1][CH2:2][CH2:3][CH2:4][CH3:5])=[O:12])[CH:30]=[CH:31][C:32]=3[C:33]2=[O:36])=[CH:24][CH:23]=1, predict the reactants needed to synthesize it. The reactants are: [CH2:1](O)[CH2:2][CH2:3][CH2:4][CH3:5].CC([OH:12])CCC.[Cl-].C(N(CC)CC)C.[CH3:21][C:22]1[CH:35]=[C:34]2[C:25]([S:26][C:27]3[CH:28]=[C:29]([C:37](Cl)=[O:38])[CH:30]=[CH:31][C:32]=3[C:33]2=[O:36])=[CH:24][CH:23]=1.